From a dataset of Reaction yield outcomes from USPTO patents with 853,638 reactions. Predict the reaction yield, written as a fraction of the theoretical maximum amount of product (1.0 means a 100% yield; for example, 0.34 means a 34% yield). (1) The reactants are [O:1]1[CH:5]=[CH:4][CH:3]=[C:2]1[C:6](Cl)=[O:7].[Cl:9][C:10]1[CH:11]=[C:12]2[C:17](=[CH:18][CH:19]=1)[N:16]([CH2:20][C:21]1[CH:26]=[CH:25][C:24]([F:27])=[CH:23][CH:22]=1)[C:15](=[O:28])[C:14]([C:29]#[N:30])=[C:13]2[N:31]1[CH2:36][CH2:35][NH:34][CH2:33][CH2:32]1. The catalyst is N1C=CC=CC=1. The product is [Cl:9][C:10]1[CH:11]=[C:12]2[C:17](=[CH:18][CH:19]=1)[N:16]([CH2:20][C:21]1[CH:22]=[CH:23][C:24]([F:27])=[CH:25][CH:26]=1)[C:15](=[O:28])[C:14]([C:29]#[N:30])=[C:13]2[N:31]1[CH2:36][CH2:35][N:34]([C:6]([C:2]2[O:1][CH:5]=[CH:4][CH:3]=2)=[O:7])[CH2:33][CH2:32]1. The yield is 0.430. (2) The reactants are I[CH2:2][CH:3]1[O:7][C:6](=[O:8])[NH:5][CH2:4]1.[C:9]1([CH:15]([N:22]2[CH2:27][CH2:26][NH:25][CH2:24][CH2:23]2)[C:16]2[CH:21]=[CH:20][CH:19]=[CH:18][CH:17]=2)[CH:14]=[CH:13][CH:12]=[CH:11][CH:10]=1.C(N(CC)CC)C. The catalyst is O1CCCC1. The product is [CH:15]([N:22]1[CH2:27][CH2:26][N:25]([CH2:2][CH:3]2[O:7][C:6](=[O:8])[NH:5][CH2:4]2)[CH2:24][CH2:23]1)([C:16]1[CH:21]=[CH:20][CH:19]=[CH:18][CH:17]=1)[C:9]1[CH:14]=[CH:13][CH:12]=[CH:11][CH:10]=1. The yield is 0.180. (3) The reactants are [CH2:1]([N:3](CC)CC)C.O[CH2:9][CH2:10][S:11]([CH2:14][CH:15]([CH:17]1[CH2:22][CH2:21][O:20][CH:19]([O:23][C@@H:24]([C:26]2[CH:31]=[C:30]([C:32]([F:35])([F:34])[F:33])[CH:29]=[C:28]([C:36]([F:39])([F:38])[F:37])[CH:27]=2)[CH3:25])[CH:18]1[C:40]1[CH:45]=[CH:44][CH:43]=[CH:42][CH:41]=1)O)(=[O:13])=[O:12].CS(Cl)(=O)=O.CN. The catalyst is ClCCl.O. The product is [F:37][C:36]([F:39])([F:38])[C:28]1[CH:27]=[C:26]([C@H:24]([O:23][C@@H:19]2[C@@H:18]([C:40]3[CH:45]=[CH:44][CH:43]=[CH:42][CH:41]=3)[C@H:17]([CH:15]3[CH2:14][S:11](=[O:13])(=[O:12])[CH2:10][CH2:9][N:3]3[CH3:1])[CH2:22][CH2:21][O:20]2)[CH3:25])[CH:31]=[C:30]([C:32]([F:35])([F:34])[F:33])[CH:29]=1. The yield is 0.100. (4) The reactants are C[O:2][C:3](=[O:17])[C:4]1[CH:9]=[C:8]([Cl:10])[C:7]([NH:11][C:12](=[O:14])[CH3:13])=[CH:6][C:5]=1[O:15][CH3:16].[Li+].[OH-]. The catalyst is CO. The product is [C:12]([NH:11][C:7]1[C:8]([Cl:10])=[CH:9][C:4]([C:3]([OH:17])=[O:2])=[C:5]([O:15][CH3:16])[CH:6]=1)(=[O:14])[CH3:13]. The yield is 0.500. (5) The reactants are [Si:1]([O:18][CH:19]([C:21]1[N:22]=[N:23][NH:24][CH:25]=1)[CH3:20])([C:14]([CH3:17])([CH3:16])[CH3:15])([C:8]1[CH:13]=[CH:12][CH:11]=[CH:10][CH:9]=1)[C:2]1[CH:7]=[CH:6][CH:5]=[CH:4][CH:3]=1.[CH3:26][O:27][C:28]1[CH:52]=[C:51]([O:53][CH3:54])[CH:50]=[CH:49][C:29]=1[CH2:30][N:31]1[C:34](=[O:35])[C@@H:33]([NH:36][C:37](=[O:46])[O:38][CH2:39][C:40]2[CH:45]=[CH:44][CH:43]=[CH:42][CH:41]=2)[C@H:32]1[CH2:47]O.C1C=CC(P(C2C=CC=CC=2)C2C=CC=CC=2)=CC=1.CC(OC(/N=N/C(OC(C)C)=O)=O)C. The catalyst is C1COCC1. The product is [Si:1]([O:18][CH:19]([C:21]1[CH:25]=[N:24][N:23]([CH2:47][C@@H:32]2[C@H:33]([NH:36][C:37](=[O:46])[O:38][CH2:39][C:40]3[CH:45]=[CH:44][CH:43]=[CH:42][CH:41]=3)[C:34](=[O:35])[N:31]2[CH2:30][C:29]2[CH:49]=[CH:50][C:51]([O:53][CH3:54])=[CH:52][C:28]=2[O:27][CH3:26])[N:22]=1)[CH3:20])([C:14]([CH3:15])([CH3:16])[CH3:17])([C:8]1[CH:13]=[CH:12][CH:11]=[CH:10][CH:9]=1)[C:2]1[CH:7]=[CH:6][CH:5]=[CH:4][CH:3]=1. The yield is 0.850. (6) The reactants are [N+:1]([C:4]1[CH:5]=[CH:6][C:7]2[CH2:12][O:11][C:10](=[O:13])[NH:9][C:8]=2[CH:14]=1)([O-])=O.OCC1C=CC([N+]([O-])=O)=CC=1NC(=O)OC.C1CCN2C(=NCCC2)CC1. The catalyst is C1(C)C=CC=CC=1.C(Cl)Cl. The product is [NH2:1][C:4]1[CH:5]=[CH:6][C:7]2[CH2:12][O:11][C:10](=[O:13])[NH:9][C:8]=2[CH:14]=1. The yield is 0.370.